From a dataset of Reaction yield outcomes from USPTO patents with 853,638 reactions. Predict the reaction yield, written as a fraction of the theoretical maximum amount of product (1.0 means a 100% yield; for example, 0.34 means a 34% yield). The reactants are Cl[C:2]1[C:7]([C:8]([NH:10][CH2:11][C:12]2[CH:17]=[CH:16][CH:15]=[C:14]([F:18])[CH:13]=2)=[O:9])=[C:6]([CH3:19])[CH:5]=[C:4]([N:20]2[CH2:25][CH2:24][O:23][CH2:22][CH2:21]2)[N:3]=1.[NH:26]1[CH2:30][CH2:29][CH2:28][CH2:27]1.CCN(CC)CC. The catalyst is CC#N. The product is [F:18][C:14]1[CH:13]=[C:12]([CH2:11][NH:10][C:8]([C:7]2[C:2]([N:26]3[CH2:30][CH2:29][CH2:28][CH2:27]3)=[N:3][C:4]([N:20]3[CH2:25][CH2:24][O:23][CH2:22][CH2:21]3)=[CH:5][C:6]=2[CH3:19])=[O:9])[CH:17]=[CH:16][CH:15]=1. The yield is 0.590.